This data is from Reaction yield outcomes from USPTO patents with 853,638 reactions. The task is: Predict the reaction yield, written as a fraction of the theoretical maximum amount of product (1.0 means a 100% yield; for example, 0.34 means a 34% yield). (1) The yield is 0.650. The product is [Cl:25][C:26]1[CH:31]=[CH:30][C:29]([C:32]2([CH2:38][OH:39])[CH2:37][CH2:36][N:35]([C:2]3[C:3]4[N:4]([N:8]=[C:9]([NH:11][C:12]5[CH:13]=[N:14][N:15]([CH2:17][O:18][CH2:19][CH2:20][Si:21]([CH3:24])([CH3:23])[CH3:22])[CH:16]=5)[N:10]=4)[CH:5]=[CH:6][CH:7]=3)[CH2:34][CH2:33]2)=[CH:28][CH:27]=1. The reactants are Br[C:2]1[C:3]2[N:4]([N:8]=[C:9]([NH:11][C:12]3[CH:13]=[N:14][N:15]([CH2:17][O:18][CH2:19][CH2:20][Si:21]([CH3:24])([CH3:23])[CH3:22])[CH:16]=3)[N:10]=2)[CH:5]=[CH:6][CH:7]=1.[Cl:25][C:26]1[CH:31]=[CH:30][C:29]([C:32]2([CH2:38][OH:39])[CH2:37][CH2:36][NH:35][CH2:34][CH2:33]2)=[CH:28][CH:27]=1. No catalyst specified. (2) The reactants are Br.[NH2:2][C:3]1[N:11]=[CH:10][C:9]([Br:12])=[CH:8][C:4]=1[C:5]([OH:7])=O.CCN(CC)CC.C(Cl)CCl.C1C=CC2N(O)N=NC=2C=1.[CH3:34][N:35]([CH3:39])[CH2:36][CH2:37][NH2:38]. The product is [NH2:2][C:3]1[N:11]=[CH:10][C:9]([Br:12])=[CH:8][C:4]=1[C:5]([NH:38][CH2:37][CH2:36][N:35]([CH3:39])[CH3:34])=[O:7]. The yield is 0.700. The catalyst is C(Cl)Cl. (3) The reactants are [Br:1][C:2]1[CH:15]=[C:14]2[C:5]([CH2:6][C:7]3([C:13]42[NH:19][C:18](=S)[C:17]([CH3:21])=[N:16]4)[CH2:12][CH2:11][O:10][CH2:9][CH2:8]3)=[CH:4][CH:3]=1.[NH3:22]. No catalyst specified. The product is [Br:1][C:2]1[CH:15]=[C:14]2[C:5]([CH2:6][C:7]3([C:13]42[N:19]=[C:18]([NH2:22])[C:17]([CH3:21])=[N:16]4)[CH2:12][CH2:11][O:10][CH2:9][CH2:8]3)=[CH:4][CH:3]=1. The yield is 0.750. (4) The reactants are [NH2:1][CH2:2][C:3]([O:5][C@H:6]([C:17]1[CH:22]=[CH:21][C:20]([O:23][CH:24]([F:26])[F:25])=[C:19]([O:27][CH2:28][CH:29]2[CH2:31][CH2:30]2)[CH:18]=1)[CH2:7][C:8]1[C:13]([Cl:14])=[CH:12][N+:11]([O-:15])=[CH:10][C:9]=1[Cl:16])=[O:4].[N+:32]([C:35]1[CH:40]=[CH:39][C:38]([CH2:41][S:42](Cl)(=[O:44])=[O:43])=[CH:37][CH:36]=1)([O-:34])=[O:33]. The catalyst is N1C=CC=CC=1.CCOC(C)=O. The product is [Cl:16][C:9]1[CH:10]=[N+:11]([O-:15])[CH:12]=[C:13]([Cl:14])[C:8]=1[CH2:7][C@@H:6]([C:17]1[CH:22]=[CH:21][C:20]([O:23][CH:24]([F:26])[F:25])=[C:19]([O:27][CH2:28][CH:29]2[CH2:31][CH2:30]2)[CH:18]=1)[O:5][C:3](=[O:4])[CH2:2][NH:1][S:42]([CH2:41][C:38]1[CH:37]=[CH:36][C:35]([N+:32]([O-:34])=[O:33])=[CH:40][CH:39]=1)(=[O:43])=[O:44]. The yield is 1.00.